This data is from Full USPTO retrosynthesis dataset with 1.9M reactions from patents (1976-2016). The task is: Predict the reactants needed to synthesize the given product. (1) Given the product [CH2:1]([O:8][C:9]([NH:11][C:12]1[CH:17]=[CH:16][C:15]([C:18]2[CH:23]=[CH:22][N:21]=[C:20]([C:24]([OH:26])=[O:25])[CH:19]=2)=[CH:14][C:13]=1[F:28])=[O:10])[C:2]1[CH:3]=[CH:4][CH:5]=[CH:6][CH:7]=1, predict the reactants needed to synthesize it. The reactants are: [CH2:1]([O:8][C:9]([NH:11][C:12]1[CH:17]=[CH:16][C:15]([C:18]2[CH:23]=[CH:22][N:21]=[C:20]([C:24]([O:26]C)=[O:25])[CH:19]=2)=[CH:14][C:13]=1[F:28])=[O:10])[C:2]1[CH:7]=[CH:6][CH:5]=[CH:4][CH:3]=1.O.O.[OH-].[Li+].Cl. (2) Given the product [CH3:24][O:25][C:26](=[O:38])[C:27]1[C:28]([O:34][CH:35]([F:36])[F:37])=[CH:29][CH:30]=[C:31]([N:33]2[C:11]([CH3:12])=[CH:10][CH:9]=[C:8]2[C:6]2[CH:7]=[C:2]([Br:1])[CH:3]=[CH:4][C:5]=2[O:15][CH2:16][C:17]2[CH:22]=[CH:21][C:20]([F:23])=[CH:19][CH:18]=2)[CH:32]=1, predict the reactants needed to synthesize it. The reactants are: [Br:1][C:2]1[CH:3]=[CH:4][C:5]([O:15][CH2:16][C:17]2[CH:22]=[CH:21][C:20]([F:23])=[CH:19][CH:18]=2)=[C:6]([C:8](=O)[CH2:9][CH2:10][C:11](=O)[CH3:12])[CH:7]=1.[CH3:24][O:25][C:26](=[O:38])[C:27]1[CH:32]=[C:31]([NH2:33])[CH:30]=[CH:29][C:28]=1[O:34][CH:35]([F:37])[F:36].CC1C=CC(S(O)(=O)=O)=CC=1. (3) Given the product [CH3:32][O:31][C:29]1[CH:30]=[C:25]([C:20]2[C:19]([C:17]([NH:16][C:11]3[CH:12]=[CH:13][CH:14]=[CH:15][C:10]=3[C:7]3[S:6][C:5]([CH2:4][C:3]([OH:37])=[O:2])=[CH:9][CH:8]=3)=[O:18])=[CH:24][CH:23]=[CH:22][CH:21]=2)[CH:26]=[C:27]([O:35][CH3:36])[C:28]=1[O:33][CH3:34], predict the reactants needed to synthesize it. The reactants are: C[O:2][C:3](=[O:37])[CH2:4][C:5]1[S:6][C:7]([C:10]2[CH:15]=[CH:14][CH:13]=[CH:12][C:11]=2[NH:16][C:17]([C:19]2[C:20]([C:25]3[CH:30]=[C:29]([O:31][CH3:32])[C:28]([O:33][CH3:34])=[C:27]([O:35][CH3:36])[CH:26]=3)=[CH:21][CH:22]=[CH:23][CH:24]=2)=[O:18])=[CH:8][CH:9]=1.[Li+].[OH-].Cl. (4) Given the product [CH3:1][O:2][C:3](=[O:24])[C:4]1[CH:5]=[C:6]([NH2:21])[C:7]([C:13]2[C:14]([F:20])=[N:15][CH:16]=[C:17]([CH3:19])[CH:18]=2)=[C:8]([NH2:10])[CH:9]=1, predict the reactants needed to synthesize it. The reactants are: [CH3:1][O:2][C:3](=[O:24])[C:4]1[CH:9]=[C:8]([N+:10]([O-])=O)[C:7]([C:13]2[C:14]([F:20])=[N:15][CH:16]=[C:17]([CH3:19])[CH:18]=2)=[C:6]([N+:21]([O-])=O)[CH:5]=1.[H][H]. (5) Given the product [CH:31]([C:33]1[CH:41]=[CH:40][C:36]([C:37]([O:1][C@H:2]2[C@H:22]([O:23][CH3:24])[C@@H:21]([C:25]([O:27][CH3:28])=[O:26])[C@@H:20]3[C@@H:4]([CH2:5][N:6]4[C@H:18]([CH2:19]3)[C:17]3[NH:16][C:15]5[C:10](=[CH:11][CH:12]=[C:13]([O:29][CH3:30])[CH:14]=5)[C:9]=3[CH2:8][CH2:7]4)[CH2:3]2)=[O:38])=[CH:35][CH:34]=1)=[O:32], predict the reactants needed to synthesize it. The reactants are: [OH:1][C@H:2]1[C@H:22]([O:23][CH3:24])[C@@H:21]([C:25]([O:27][CH3:28])=[O:26])[C@@H:20]2[C@@H:4]([CH2:5][N:6]3[C@H:18]([CH2:19]2)[C:17]2[NH:16][C:15]4[C:10](=[CH:11][CH:12]=[C:13]([O:29][CH3:30])[CH:14]=4)[C:9]=2[CH2:8][CH2:7]3)[CH2:3]1.[CH:31]([C:33]1[CH:41]=[CH:40][C:36]([C:37](O)=[O:38])=[CH:35][CH:34]=1)=[O:32].C1CCC(N=C=NC2CCCCC2)CC1. (6) Given the product [CH2:19]([O:26][C:27](=[O:28])[NH:29][CH2:30][CH2:31][O:12][C:9]1[CH:10]=[CH:11][C:6]([C:3]2[CH:4]=[CH:5][NH:1][N:2]=2)=[CH:7][CH:8]=1)[C:20]1[CH:25]=[CH:24][CH:23]=[CH:22][CH:21]=1, predict the reactants needed to synthesize it. The reactants are: [NH:1]1[CH:5]=[CH:4][C:3]([C:6]2[CH:11]=[CH:10][C:9]([OH:12])=[CH:8][CH:7]=2)=[N:2]1.C(=O)([O-])[O-].[K+].[K+].[CH2:19]([O:26][C:27]([NH:29][CH2:30][CH2:31]OS(C)(=O)=O)=[O:28])[C:20]1[CH:25]=[CH:24][CH:23]=[CH:22][CH:21]=1. (7) Given the product [CH2:1]([O:8][C:9]([C:10]1[CH:11]=[C:12]([CH3:13])[N:35]([C:34]2[CH:36]=[CH:37][CH:38]=[C:39]([O:40][CH3:41])[C:33]=2[O:32][CH3:31])[C:15]=1[C:16]1[CH:21]=[CH:20][C:19]([O:22][CH2:23][C:24]([O:26][CH2:27][CH3:28])=[O:25])=[CH:18][CH:17]=1)=[O:30])[C:2]1[CH:7]=[CH:6][CH:5]=[CH:4][CH:3]=1, predict the reactants needed to synthesize it. The reactants are: [CH2:1]([O:8][C:9](=[O:30])[CH:10]([C:15](=O)[C:16]1[CH:21]=[CH:20][C:19]([O:22][CH2:23][C:24]([O:26][CH2:27][CH3:28])=[O:25])=[CH:18][CH:17]=1)[CH2:11][C:12](=O)[CH3:13])[C:2]1[CH:7]=[CH:6][CH:5]=[CH:4][CH:3]=1.[CH3:31][O:32][C:33]1[C:39]([O:40][CH3:41])=[CH:38][CH:37]=[CH:36][C:34]=1[NH2:35].O.C1(C)C=CC(S(O)(=O)=O)=CC=1.C(O)C. (8) Given the product [N:8]([C:7]1[CH:9]=[CH:10][C:4]([O:3][C:2]([F:11])([F:12])[F:1])=[CH:5][CH:6]=1)=[C:14]=[O:15], predict the reactants needed to synthesize it. The reactants are: [F:1][C:2]([F:12])([F:11])[O:3][C:4]1[CH:10]=[CH:9][C:7]([NH2:8])=[CH:6][CH:5]=1.Cl[C:14](OC(Cl)(Cl)Cl)=[O:15]. (9) Given the product [OH:8][C:9]1[CH:10]=[C:11]([CH:29]=[CH:30][CH:31]=1)[C:12]([N:14]1[CH2:15][CH2:16][N:17]([C:20]([NH:22][C:23]2[CH:24]=[N:25][CH:26]=[CH:27][CH:28]=2)=[O:21])[CH2:18][CH2:19]1)=[O:13], predict the reactants needed to synthesize it. The reactants are: C([O:8][C:9]1[CH:10]=[C:11]([CH:29]=[CH:30][CH:31]=1)[C:12]([N:14]1[CH2:19][CH2:18][N:17]([C:20]([NH:22][C:23]2[CH:24]=[N:25][CH:26]=[CH:27][CH:28]=2)=[O:21])[CH2:16][CH2:15]1)=[O:13])C1C=CC=CC=1. (10) Given the product [C:9]([O:8][CH2:7][CH:6]([C:12]1[CH:17]=[CH:16][C:15]([NH:18][C:40]([C:29]2[N:30]([CH2:32][O:33][CH2:34][CH2:35][Si:36]([CH3:39])([CH3:38])[CH3:37])[CH:31]=[C:27]([C:25]#[N:26])[N:28]=2)=[O:41])=[C:14]([C:19]2[CH2:24][CH2:23][CH2:22][CH2:21][CH:20]=2)[CH:13]=1)[CH2:5][O:4][C:1](=[O:3])[CH3:2])(=[O:11])[CH3:10], predict the reactants needed to synthesize it. The reactants are: [C:1]([O:4][CH2:5][CH:6]([C:12]1[CH:17]=[CH:16][C:15]([NH2:18])=[C:14]([C:19]2[CH2:24][CH2:23][CH2:22][CH2:21][CH:20]=2)[CH:13]=1)[CH2:7][O:8][C:9](=[O:11])[CH3:10])(=[O:3])[CH3:2].[C:25]([C:27]1[N:28]=[C:29]([C:40](O)=[O:41])[N:30]([CH2:32][O:33][CH2:34][CH2:35][Si:36]([CH3:39])([CH3:38])[CH3:37])[CH:31]=1)#[N:26].[K].